Dataset: Catalyst prediction with 721,799 reactions and 888 catalyst types from USPTO. Task: Predict which catalyst facilitates the given reaction. (1) Reactant: [CH3:1][O:2][C:3](=[O:13])[C:4]#[C:5][C:6]1[CH:11]=[CH:10][C:9]([Cl:12])=[CH:8][CH:7]=1.[F-:14].[Cs+].F.[K]. Product: [CH3:1][O:2][C:3](=[O:13])/[CH:4]=[C:5](/[C:6]1[CH:11]=[CH:10][C:9]([Cl:12])=[CH:8][CH:7]=1)\[F:14]. The catalyst class is: 255. (2) Reactant: [Br:1][C:2]1[CH:10]=[C:9]([C:11]([F:14])([F:13])[F:12])[CH:8]=[C:7]2[C:3]=1[CH:4]=[CH:5][NH:6]2.C([SiH](CC)CC)C. Product: [Br:1][C:2]1[CH:10]=[C:9]([C:11]([F:12])([F:13])[F:14])[CH:8]=[C:7]2[C:3]=1[CH2:4][CH2:5][NH:6]2. The catalyst class is: 55.